The task is: Predict which catalyst facilitates the given reaction.. This data is from Catalyst prediction with 721,799 reactions and 888 catalyst types from USPTO. Reactant: [OH:1][C@H:2]1[CH2:21][CH2:20][C@@:19]2([CH3:22])[C:4](=[CH:5][CH2:6][C@@H:7]3[C@@H:18]2[CH2:17][CH2:16][C@@:15]2([CH3:23])[C@H:8]3[CH2:9][CH2:10][C@@H:11]2[C:12](=[O:14])[CH3:13])[CH2:3]1.[C:24](Cl)(=[O:31])[C:25]1[CH:30]=[CH:29][CH:28]=[CH:27][CH:26]=1.C(OCC)(=O)C.C([O-])(O)=O.[Na+]. Product: [C:24]([O:1][C@H:2]1[CH2:21][CH2:20][C@@:19]2([CH3:22])[C:4](=[CH:5][CH2:6][C@@H:7]3[C@@H:18]2[CH2:17][CH2:16][C@@:15]2([CH3:23])[C@H:8]3[CH2:9][CH2:10][C@@H:11]2[C:12](=[O:14])[CH3:13])[CH2:3]1)(=[O:31])[C:25]1[CH:30]=[CH:29][CH:28]=[CH:27][CH:26]=1. The catalyst class is: 17.